The task is: Predict the product of the given reaction.. This data is from Forward reaction prediction with 1.9M reactions from USPTO patents (1976-2016). The product is: [Cl:1][C:2]1[CH:3]=[C:4]2[C:9](=[CH:10][CH:11]=1)[O:8][CH2:7][CH2:6][CH:5]2[C:12]([N:24]([CH2:23][C:20]1[CH:19]=[CH:18][C:17]([N:16]([CH3:34])[CH3:15])=[CH:22][CH:21]=1)[C:25]1[CH:26]=[CH:27][C:28]([CH:31]([CH3:33])[CH3:32])=[CH:29][CH:30]=1)=[O:14]. Given the reactants [Cl:1][C:2]1[CH:3]=[C:4]2[C:9](=[CH:10][CH:11]=1)[O:8][CH2:7][CH2:6][CH:5]2[C:12]([OH:14])=O.[CH3:15][N:16]([CH3:34])[C:17]1[CH:22]=[CH:21][C:20]([CH2:23][NH:24][C:25]2[CH:30]=[CH:29][C:28]([CH:31]([CH3:33])[CH3:32])=[CH:27][CH:26]=2)=[CH:19][CH:18]=1, predict the reaction product.